From a dataset of TCR-epitope binding with 47,182 pairs between 192 epitopes and 23,139 TCRs. Binary Classification. Given a T-cell receptor sequence (or CDR3 region) and an epitope sequence, predict whether binding occurs between them. The epitope is TPQDLNTML. The TCR CDR3 sequence is CASGQRGAYNEQFF. Result: 0 (the TCR does not bind to the epitope).